This data is from Forward reaction prediction with 1.9M reactions from USPTO patents (1976-2016). The task is: Predict the product of the given reaction. (1) Given the reactants C[O:2][C:3](=[O:30])[C:4]1[CH:9]=[CH:8][C:7]([NH:10][C:11]([C@H:13]2[CH2:17][C@@H:16]([O:18][CH3:19])[CH2:15][N:14]2[C:20](=[O:29])[NH:21][C:22]2[CH:27]=[CH:26][C:25]([Cl:28])=[CH:24][CH:23]=2)=[O:12])=[CH:6][CH:5]=1.C[Si](C)(C)[O-].[K+], predict the reaction product. The product is: [Cl:28][C:25]1[CH:24]=[CH:23][C:22]([NH:21][C:20]([N:14]2[CH2:15][C@H:16]([O:18][CH3:19])[CH2:17][C@@H:13]2[C:11]([NH:10][C:7]2[CH:8]=[CH:9][C:4]([C:3]([OH:30])=[O:2])=[CH:5][CH:6]=2)=[O:12])=[O:29])=[CH:27][CH:26]=1. (2) Given the reactants [NH:1]1[C:5]2[CH:6]=[CH:7][CH:8]=[CH:9][C:4]=2[N:3]=[C:2]1[S:10][C:11]1[O:15][C:14]([CH:16]=[O:17])=[CH:13][CH:12]=1.CC(=CC)C.[O-:23]Cl=O.[Na+], predict the reaction product. The product is: [NH:1]1[C:5]2[CH:6]=[CH:7][CH:8]=[CH:9][C:4]=2[N:3]=[C:2]1[S:10][C:11]1[O:15][C:14]([C:16]([OH:23])=[O:17])=[CH:13][CH:12]=1. (3) Given the reactants [CH2:1]([O:8][C:9]([NH:11][C@@H:12]([CH2:16][C:17]1[CH:22]=[CH:21][C:20]([C:23]2[N:28]=[CH:27][C:26]([C:29]3[CH:34]=[CH:33][C:32]([O:35][CH2:36][CH2:37][CH2:38][CH:39]([CH3:41])[CH3:40])=[CH:31][CH:30]=3)=[CH:25][N:24]=2)=[CH:19][CH:18]=1)[C:13](O)=[O:14])=[O:10])[C:2]1[CH:7]=[CH:6][CH:5]=[CH:4][CH:3]=1.Cl.[NH:43]1[CH2:46][CH:45]([C:47]([O:49][CH3:50])=[O:48])[CH2:44]1.CCN(C(C)C)C(C)C.CN(C(ON1N=NC2C=CC=NC1=2)=[N+](C)C)C.F[P-](F)(F)(F)(F)F, predict the reaction product. The product is: [CH2:1]([O:8][C:9]([NH:11][C@@H:12]([CH2:16][C:17]1[CH:22]=[CH:21][C:20]([C:23]2[N:24]=[CH:25][C:26]([C:29]3[CH:30]=[CH:31][C:32]([O:35][CH2:36][CH2:37][CH2:38][CH:39]([CH3:40])[CH3:41])=[CH:33][CH:34]=3)=[CH:27][N:28]=2)=[CH:19][CH:18]=1)[C:13]([N:43]1[CH2:46][CH:45]([C:47]([O:49][CH3:50])=[O:48])[CH2:44]1)=[O:14])=[O:10])[C:2]1[CH:3]=[CH:4][CH:5]=[CH:6][CH:7]=1. (4) The product is: [OH:10][C:11]1[CH:19]=[CH:18][C:17]([N+:20]([O-:22])=[O:21])=[CH:16][C:12]=1[C:13]([O:15][CH3:2])=[O:14]. Given the reactants F[C:2]1C(N)=NC(N)=NC=1.[OH:10][C:11]1[CH:19]=[CH:18][C:17]([N+:20]([O-:22])=[O:21])=[CH:16][C:12]=1[C:13]([OH:15])=[O:14].C(=O)([O-])[O-].[K+].[K+].IC, predict the reaction product. (5) Given the reactants [O-]CC.[Mg+2].[O-]CC.[C:8]([O:14][CH3:15])(=[O:13])[CH2:9][C:10](O)=[O:11].[C:16](O)(=O)[CH2:17][CH2:18][CH2:19][CH2:20][CH2:21][CH2:22][CH2:23][CH2:24][CH2:25][CH2:26]C.C([O-])(=O)CC([O-])=O.C[Mg+2], predict the reaction product. The product is: [O:11]=[C:10]([CH2:26][CH2:25][CH2:24][CH2:23][CH2:22][CH2:21][CH2:20][CH2:19][CH2:18][CH2:17][CH3:16])[CH2:9][C:8]([O:14][CH3:15])=[O:13]. (6) Given the reactants [C:1]([C:3]1[CH:4]=[CH:5][C:6]([NH:9][C:10]2[N:15]=[CH:14][C:13]([S:16]CCC(OC)=O)=[CH:12][C:11]=2[O:23][C:24]2[CH:29]=[CH:28][C:27]([F:30])=[CH:26][CH:25]=2)=[N:7][CH:8]=1)#[N:2].Br[C:32]1[C:37]([CH3:38])=[CH:36][CH:35]=[CH:34][N:33]=1.CC(C)([O-])C.[K+].O, predict the reaction product. The product is: [F:30][C:27]1[CH:28]=[CH:29][C:24]([O:23][C:11]2[C:10]([NH:9][C:6]3[CH:5]=[CH:4][C:3]([C:1]#[N:2])=[CH:8][N:7]=3)=[N:15][CH:14]=[C:13]([S:16][C:32]3[C:37]([CH3:38])=[CH:36][CH:35]=[CH:34][N:33]=3)[CH:12]=2)=[CH:25][CH:26]=1. (7) Given the reactants [F:1][C:2]1[C:3]([C:19]2[CH:20]=[N:21][N:22]([C:24]3([CH2:28][C:29]#[N:30])[CH2:27][NH:26][CH2:25]3)[CH:23]=2)=[C:4]2[CH:10]=[CH:9][N:8]([CH2:11][O:12][CH2:13][CH2:14][Si:15]([CH3:18])([CH3:17])[CH3:16])[C:5]2=[N:6][CH:7]=1.O=[C:32]1[CH2:37][CH2:36][N:35](C(OC(C)(C)C)=O)[CH2:34][CH2:33]1.C(N(CC)C(C)C)(C)C.C(O[BH-](OC(=O)C)OC(=O)C)(=O)C.[Na+].Cl.O1CCOCC1, predict the reaction product. The product is: [F:1][C:2]1[C:3]([C:19]2[CH:20]=[N:21][N:22]([C:24]3([CH2:28][C:29]#[N:30])[CH2:27][N:26]([CH:32]4[CH2:37][CH2:36][NH:35][CH2:34][CH2:33]4)[CH2:25]3)[CH:23]=2)=[C:4]2[CH:10]=[CH:9][N:8]([CH2:11][O:12][CH2:13][CH2:14][Si:15]([CH3:17])([CH3:18])[CH3:16])[C:5]2=[N:6][CH:7]=1. (8) Given the reactants C(OC(=O)[CH2:5][C:6]1[C:15]2[C:10](=[CH:11][CH:12]=[CH:13][CH:14]=2)[CH:9]=[C:8]([N:16]2[CH2:23][C:20]3([CH2:22][CH2:21]3)[N:19]([CH2:24][C:25]3[CH:30]=[CH:29][CH:28]=[CH:27][CH:26]=3)[CH2:18][CH2:17]2)[CH:7]=1)C.[CH:32]([NH2:34])=[O:33].C[O-].[Na+], predict the reaction product. The product is: [CH2:24]([N:19]1[CH2:18][CH2:17][N:16]([C:8]2[CH:7]=[C:6]([CH2:5][C:32]([NH2:34])=[O:33])[C:15]3[C:10]([CH:9]=2)=[CH:11][CH:12]=[CH:13][CH:14]=3)[CH2:23][C:20]21[CH2:22][CH2:21]2)[C:25]1[CH:26]=[CH:27][CH:28]=[CH:29][CH:30]=1.